From a dataset of Forward reaction prediction with 1.9M reactions from USPTO patents (1976-2016). Predict the product of the given reaction. Given the reactants C(C1C=CC(Br)=CC=1O)C=C.ClC1C=C(C=CC=1)C(OO)=O.C(=O)([O-])[O-].[K+].[K+].ClC1C2OC(CO)CC=2C(C(F)(F)F)=CC=1.[Br:45][C:46]1[C:51]2[CH2:52][CH:53]([CH2:55][OH:56])[O:54][C:50]=2[CH:49]=[CH:48][CH:47]=1.[C:57]1([CH3:67])[CH:62]=[CH:61][C:60]([S:63](Cl)(=[O:65])=[O:64])=[CH:59][CH:58]=1.CC1C=CC(S(OCC2CC3C(C(F)(F)F)=CC=C(Cl)C=3O2)(=O)=O)=CC=1, predict the reaction product. The product is: [CH3:67][C:57]1[CH:62]=[CH:61][C:60]([S:63]([O:56][CH2:55][CH:53]2[CH2:52][C:51]3[C:46]([Br:45])=[CH:47][CH:48]=[CH:49][C:50]=3[O:54]2)(=[O:65])=[O:64])=[CH:59][CH:58]=1.